This data is from Forward reaction prediction with 1.9M reactions from USPTO patents (1976-2016). The task is: Predict the product of the given reaction. (1) Given the reactants [C:1]([O:5][C:6]([N:8]1[CH2:12][CH2:11][CH2:10][C@H:9]1[CH2:13][CH2:14][OH:15])=[O:7])([CH3:4])([CH3:3])[CH3:2].N1C=CN=C1.[Si](Cl)(C(C)(C)C)(C)C.C(OCC)(=O)C, predict the reaction product. The product is: [C:1]([O:5][C:6]([N:8]1[CH2:12][CH2:11][CH2:10][C@H:9]1[CH2:13][CH:14]=[O:15])=[O:7])([CH3:4])([CH3:3])[CH3:2]. (2) Given the reactants [Cl:1][C:2]1[CH:15]=[CH:14][C:5]2[S:6][C:7]([S:10](Cl)(=[O:12])=[O:11])=[C:8]([CH3:9])[C:4]=2[CH:3]=1.[NH2:16][C:17]1[CH:25]=[C:24]2[C:20]([CH:21]=[CH:22][N:23]2[CH2:26][CH2:27][N:28]([CH3:30])[CH3:29])=[CH:19][CH:18]=1, predict the reaction product. The product is: [CH3:29][N:28]([CH3:30])[CH2:27][CH2:26][N:23]1[C:24]2[C:20](=[CH:19][CH:18]=[C:17]([NH:16][S:10]([C:7]3[S:6][C:5]4[CH:14]=[CH:15][C:2]([Cl:1])=[CH:3][C:4]=4[C:8]=3[CH3:9])(=[O:12])=[O:11])[CH:25]=2)[CH:21]=[CH:22]1. (3) Given the reactants FC1C=CC(C(CCN2C=CN=C2)=C[C:10]2[CH:11]=[C:12]([CH:17]=[CH:18][CH:19]=2)[C:13]([O:15]C)=[O:14])=CC=1.[OH-].[Na+].Cl, predict the reaction product. The product is: [C:13]([OH:15])(=[O:14])[C:12]1[CH:17]=[CH:18][CH:19]=[CH:10][CH:11]=1. (4) Given the reactants [F:1][C:2]1[CH:9]=[CH:8][C:5]([CH:6]=[O:7])=[CH:4][CH:3]=1.[CH2:10]([OH:17])[C:11]([NH2:16])([CH2:14]O)[CH2:12][OH:13], predict the reaction product. The product is: [CH2:14]1[O:7][C@H:6]([C:5]2[CH:8]=[CH:9][C:2]([F:1])=[CH:3][CH:4]=2)[N:16]2[C:11]1([CH2:12][OH:13])[CH2:10][O:17][C@H:6]2[C:5]1[CH:8]=[CH:9][C:2]([F:1])=[CH:3][CH:4]=1. (5) Given the reactants [Br:1][C:2]1[S:6][C:5]([C:7]([OH:9])=[O:8])=[CH:4][CH:3]=1.CI.[C:12](=O)([O-])[O-].[K+].[K+], predict the reaction product. The product is: [Br:1][C:2]1[S:6][C:5]([C:7]([O:9][CH3:12])=[O:8])=[CH:4][CH:3]=1. (6) Given the reactants Cl[C:2]1([C:13]2[CH:18]=[CH:17][CH:16]=[CH:15][C:14]=2[O:19][CH3:20])[C:10]2[C:5](=[CH:6][CH:7]=[C:8]([Cl:11])[CH:9]=2)[NH:4][C:3]1=[O:12].FC(F)(F)C(O)=O.[NH2:28][C@@H:29]([CH2:35][CH2:36][S:37][CH3:38])[C:30]([N:32]([CH3:34])[CH3:33])=[O:31], predict the reaction product. The product is: [Cl:11][C:8]1[CH:9]=[C:10]2[C:5](=[CH:6][CH:7]=1)[NH:4][C:3](=[O:12])[C:2]2([NH:28][C@@H:29]([CH2:35][CH2:36][S:37][CH3:38])[C:30]([N:32]([CH3:34])[CH3:33])=[O:31])[C:13]1[CH:18]=[CH:17][CH:16]=[CH:15][C:14]=1[O:19][CH3:20]. (7) Given the reactants [OH:1][CH2:2][CH2:3][CH2:4][CH2:5][CH2:6][N:7]1[CH2:12][CH2:11][N:10]([C:13]2[N:18]=[C:17]([C:19]3[CH:28]=[C:27]4[C:22]([C:23]([CH3:31])([CH3:30])[CH2:24][CH2:25][C:26]4=[O:29])=[CH:21][CH:20]=3)[CH:16]=[CH:15][CH:14]=2)[CH2:9][CH2:8]1.C[Li].O.[C:35](=O)([O-])O.[Na+], predict the reaction product. The product is: [OH:1][CH2:2][CH2:3][CH2:4][CH2:5][CH2:6][N:7]1[CH2:8][CH2:9][N:10]([C:13]2[N:18]=[C:17]([C:19]3[CH:28]=[C:27]4[C:22]([C:23]([CH3:31])([CH3:30])[CH2:24][CH2:25][C:26]4([CH3:35])[OH:29])=[CH:21][CH:20]=3)[CH:16]=[CH:15][CH:14]=2)[CH2:11][CH2:12]1. (8) Given the reactants [OH:1][CH2:2][CH2:3][O:4][C:5]1[CH:33]=[CH:32][CH:31]=[CH:30][C:6]=1[CH2:7][NH:8][C:9]1[CH:14]=[CH:13][C:12]([O:15][CH2:16][C:17]#[CH:18])=[CH:11][C:10]=1[C:19]([C:21]1[CH:26]=[CH:25][C:24]([CH:27]([CH3:29])[CH3:28])=[CH:23][CH:22]=1)=O.[O-:34][C:35]#[N:36].[Na+], predict the reaction product. The product is: [OH:1][CH2:2][CH2:3][O:4][C:5]1[CH:33]=[CH:32][CH:31]=[CH:30][C:6]=1[CH2:7][N:8]1[C:9]2[C:10](=[CH:11][C:12]([O:15][CH2:16][C:17]#[CH:18])=[CH:13][CH:14]=2)[C:19]([C:21]2[CH:26]=[CH:25][C:24]([CH:27]([CH3:29])[CH3:28])=[CH:23][CH:22]=2)=[N:36][C:35]1=[O:34]. (9) Given the reactants [F:1][C:2]1[CH:3]=[C:4]([C:8]2[C:12]([CH2:13][N:14]3C(=O)C4C(=CC=CC=4)C3=O)=[C:11]([CH3:25])[O:10][N:9]=2)[CH:5]=[CH:6][CH:7]=1.O.NN, predict the reaction product. The product is: [F:1][C:2]1[CH:3]=[C:4]([C:8]2[C:12]([CH2:13][NH2:14])=[C:11]([CH3:25])[O:10][N:9]=2)[CH:5]=[CH:6][CH:7]=1.